This data is from TCR-epitope binding with 47,182 pairs between 192 epitopes and 23,139 TCRs. The task is: Binary Classification. Given a T-cell receptor sequence (or CDR3 region) and an epitope sequence, predict whether binding occurs between them. (1) The epitope is KMKDLSPRW. The TCR CDR3 sequence is CASSIAPGSEQYF. Result: 0 (the TCR does not bind to the epitope). (2) The epitope is TLIGDCATV. The TCR CDR3 sequence is CATSAIPGQGPPDTQYF. Result: 1 (the TCR binds to the epitope). (3) The epitope is SGPLKAEIAQRLED. The TCR CDR3 sequence is CSVVSGTGPFYEQYF. Result: 0 (the TCR does not bind to the epitope). (4) The epitope is LLQTGIHVRVSQPSL. The TCR CDR3 sequence is CSARRGYEQYF. Result: 1 (the TCR binds to the epitope). (5) The epitope is ALLADKFPV. The TCR CDR3 sequence is CASSQDGLLGELFF. Result: 0 (the TCR does not bind to the epitope). (6) The epitope is RISNCVADY. The TCR CDR3 sequence is CACQELNTGELFF. Result: 0 (the TCR does not bind to the epitope).